Dataset: Forward reaction prediction with 1.9M reactions from USPTO patents (1976-2016). Task: Predict the product of the given reaction. (1) Given the reactants [CH2:1]([N:5]1[C:9]([CH2:10][NH:11][CH2:12][CH:13]2[CH2:18][CH2:17][CH2:16][CH2:15][CH2:14]2)=[C:8]([C:19]2[CH:24]=[CH:23][C:22]([O:25][CH3:26])=[CH:21][CH:20]=2)[N:7]=[C:6]1[C:27]1[CH:32]=[CH:31][CH:30]=[CH:29][CH:28]=1)[CH2:2][CH2:3][CH3:4].[O:33]([C:37]1[CH:38]=[C:39]([CH:42]=[CH:43][C:44]=1[C:45]([O:47][C:48]([CH3:51])([CH3:50])[CH3:49])=[O:46])[CH2:40]Br)[C:34]([CH3:36])=[O:35].C(=O)([O-])[O-].[K+].[K+], predict the reaction product. The product is: [C:48]([O:47][C:45](=[O:46])[C:44]1[CH:43]=[CH:42][C:39]([CH2:40][N:11]([CH2:10][C:9]2[N:5]([CH2:1][CH2:2][CH2:3][CH3:4])[C:6]([C:27]3[CH:32]=[CH:31][CH:30]=[CH:29][CH:28]=3)=[N:7][C:8]=2[C:19]2[CH:20]=[CH:21][C:22]([O:25][CH3:26])=[CH:23][CH:24]=2)[CH2:12][CH:13]2[CH2:14][CH2:15][CH2:16][CH2:17][CH2:18]2)=[CH:38][C:37]=1[O:33][C:34](=[O:35])[CH3:36])([CH3:51])([CH3:50])[CH3:49]. (2) Given the reactants [CH3:1][C:2]1[C:16](=[O:17])[N:15]=[C:14]2[N:4]([C@@H:5]3[O:9][C@H:8]([CH2:10][OH:11])[C@@H:7]([OH:12])[C@@H:6]3[O:13]2)[CH:3]=1.B([O:19][CH2:20][CH2:21][O:22][CH3:23])([O:19][CH2:20][CH2:21][O:22][CH3:23])[O:19][CH2:20][CH2:21][O:22][CH3:23], predict the reaction product. The product is: [CH3:23][O:22][CH2:21][CH2:20][O:19][C@@H:6]1[C@H:7]([OH:12])[C@@H:8]([CH2:10][OH:11])[O:9][C@H:5]1[N:4]1[CH:3]=[C:2]([CH3:1])[C:16](=[O:17])[NH:15][C:14]1=[O:13]. (3) The product is: [CH3:1][N:2]([CH3:24])[C:3]1[CH:8]=[CH:7][C:6]([NH:9][C:10]([C:11]2[CH:16]=[CH:15][C:14]3[NH:17][C:40]([C:39]4[CH:38]=[CH:37][C:36]([C:34](=[O:35])[NH:33][C:30]5[CH:31]=[CH:32][C:27]([N:26]([CH3:44])[CH3:25])=[CH:28][CH:29]=5)=[CH:43][CH:42]=4)=[N:20][C:13]=3[CH:12]=2)=[O:23])=[CH:5][CH:4]=1. Given the reactants [CH3:1][N:2]([CH3:24])[C:3]1[CH:8]=[CH:7][C:6]([NH:9][C:10](=[O:23])[C:11]2[CH:16]=[CH:15][C:14]([N+:17]([O-])=O)=[C:13]([N+:20]([O-])=O)[CH:12]=2)=[CH:5][CH:4]=1.[CH3:25][N:26]([CH3:44])[C:27]1[CH:32]=[CH:31][C:30]([NH:33][C:34]([C:36]2[CH:43]=[CH:42][C:39]([CH:40]=O)=[CH:38][CH:37]=2)=[O:35])=[CH:29][CH:28]=1, predict the reaction product.